Dataset: Full USPTO retrosynthesis dataset with 1.9M reactions from patents (1976-2016). Task: Predict the reactants needed to synthesize the given product. (1) Given the product [CH3:14][O:13]/[N:15]=[C:2](\[CH2:8][C:9](=[O:11])[CH3:10])/[C:3]([O:5][CH2:6][CH3:7])=[O:4], predict the reactants needed to synthesize it. The reactants are: O=[C:2]([CH2:8][C:9](=[O:11])[CH3:10])[C:3]([O:5][CH2:6][CH3:7])=[O:4].Cl.[O:13]([NH2:15])[CH3:14]. (2) Given the product [CH3:25][O:26][CH2:27][C@H:28]([CH3:29])[O:30][C:31]1[CH:32]=[C:33]([CH:37]=[C:38]([O:40][C:41]2[CH:46]=[CH:45][C:44]([S:47]([CH3:50])(=[O:49])=[O:48])=[CH:43][CH:42]=2)[CH:39]=1)[C:34]([NH:60][C:61]1[CH:65]=[CH:64][N:63]([C:66]([O:68][C:69]([CH3:72])([CH3:71])[CH3:70])=[O:67])[N:62]=1)=[O:35], predict the reactants needed to synthesize it. The reactants are: CN(C(ON1N=NC2C=CC=NC1=2)=[N+](C)C)C.F[P-](F)(F)(F)(F)F.[CH3:25][O:26][CH2:27][C@@H:28]([O:30][C:31]1[CH:32]=[C:33]([CH:37]=[C:38]([O:40][C:41]2[CH:46]=[CH:45][C:44]([S:47]([CH3:50])(=[O:49])=[O:48])=[CH:43][CH:42]=2)[CH:39]=1)[C:34](O)=[O:35])[CH3:29].CCN(C(C)C)C(C)C.[NH2:60][C:61]1[CH:65]=[CH:64][N:63]([C:66]([O:68][C:69]([CH3:72])([CH3:71])[CH3:70])=[O:67])[N:62]=1. (3) Given the product [NH2:1][C:2]1[C:3]2[C:10]([CH:45]=[CH:46][C:47]([O:49][CH3:58])=[O:48])=[CH:9][N:8]([C@@H:12]3[O:27][C@H:26]([CH2:28][O:29][CH2:30][C:31]4[CH:36]=[CH:35][C:34]([Cl:37])=[CH:33][C:32]=4[Cl:38])[C@@H:15]([O:16][CH2:17][C:18]4[CH:23]=[CH:22][C:21]([Cl:24])=[CH:20][C:19]=4[Cl:25])[C@@:13]3([CH3:39])[OH:14])[C:4]=2[N:5]=[CH:6][N:7]=1, predict the reactants needed to synthesize it. The reactants are: [NH2:1][C:2]1[C:3]2[C:10](I)=[CH:9][N:8]([C@@H:12]3[O:27][C@H:26]([CH2:28][O:29][CH2:30][C:31]4[CH:36]=[CH:35][C:34]([Cl:37])=[CH:33][C:32]=4[Cl:38])[C@@H:15]([O:16][CH2:17][C:18]4[CH:23]=[CH:22][C:21]([Cl:24])=[CH:20][C:19]=4[Cl:25])[C@@:13]3([CH3:39])[OH:14])[C:4]=2[N:5]=[CH:6][N:7]=1.C([Sn](CCCC)(CCCC)/[CH:45]=[CH:46]\[C:47]([O-:49])=[O:48])CCC.[CH3:58]N(C=O)C. (4) Given the product [F:5][C:6]1[C:12]([F:13])=[CH:11][C:9]([S:2]([Cl:4])(=[O:1])=[O:18])=[C:8]([N+:14]([O-:16])=[O:15])[CH:7]=1, predict the reactants needed to synthesize it. The reactants are: [O:1]=[S:2]([Cl:4])Cl.[F:5][C:6]1[C:12]([F:13])=[CH:11][C:9](N)=[C:8]([N+:14]([O-:16])=[O:15])[CH:7]=1.N([O-])=[O:18].[Na+].Cl. (5) Given the product [CH3:7][C@H:3]1[NH:2][C:19](=[O:20])[CH2:18][O:6][C@H:4]1[CH3:5], predict the reactants needed to synthesize it. The reactants are: Cl.[NH2:2][C@H:3]([CH3:7])[C@@H:4]([OH:6])[CH3:5].CCN(C(C)C)C(C)C.Cl[CH2:18][C:19](Cl)=[O:20].[H-].[Na+]. (6) Given the product [Br:23][C:24]1[N:25]([CH2:1][CH3:2])[N:26]=[C:27]2[CH:32]=[CH:31][CH:30]=[N:29][C:28]=12, predict the reactants needed to synthesize it. The reactants are: [CH2:1](O)[CH3:2].C1(P(C2C=CC=CC=2)C2C=CC=CC=2)C=CC=CC=1.[Br:23][C:24]1[C:28]2=[N:29][CH:30]=[CH:31][CH:32]=[C:27]2[NH:26][N:25]=1.CC(OC(/N=N/C(OC(C)C)=O)=O)C. (7) Given the product [CH2:1]([C:8]1[N:9]=[C:10]2[O:15][C:26]([CH3:27])([CH3:25])[CH:28]3[CH:34]([C:11]2=[C:12]([OH:14])[N:13]=1)[CH2:33][CH:31]([CH3:32])[CH2:30][CH2:29]3)[C:2]1[CH:3]=[CH:4][CH:5]=[CH:6][CH:7]=1, predict the reactants needed to synthesize it. The reactants are: [CH2:1]([C:8]1[N:13]=[C:12]([OH:14])[CH:11]=[C:10]([OH:15])[N:9]=1)[C:2]1[CH:7]=[CH:6][CH:5]=[CH:4][CH:3]=1.C(O)C.N1CCCCC1.[CH3:25][C:26](=[CH:28][CH2:29][CH2:30][C@H:31]([CH2:33][CH:34]=O)[CH3:32])[CH3:27]. (8) Given the product [CH3:1][CH:2]([C:13]1[CH:14]=[CH:15][C:16]([CH2:17][O:18][CH2:19][CH2:20][O:21][CH2:22][CH2:23][O:24][CH2:25][CH2:26][OH:27])=[CH:34][CH:35]=1)[CH2:3][CH2:4][CH2:5][CH2:6][CH2:7][CH2:8][CH2:9][CH2:10][CH2:11][CH3:12], predict the reactants needed to synthesize it. The reactants are: [CH3:1][CH:2]([C:13]1[CH:35]=[CH:34][C:16]([CH2:17][O:18][CH2:19][CH2:20][O:21][CH2:22][CH2:23][O:24][CH2:25][CH2:26][O:27]C2CCCCO2)=[CH:15][CH:14]=1)[CH2:3][CH2:4][CH2:5][CH2:6][CH2:7][CH2:8][CH2:9][CH2:10][CH2:11][CH3:12].CC1C=CC(S(O)(=O)=O)=CC=1.O.